This data is from Catalyst prediction with 721,799 reactions and 888 catalyst types from USPTO. The task is: Predict which catalyst facilitates the given reaction. (1) Reactant: [N+:1]([C:4]1[CH:9]=[CH:8][C:7]([OH:10])=[CH:6][CH:5]=1)([O-:3])=[O:2].Cl[CH2:12][C:13]1[O:17][N:16]=[C:15]([C:18]2[CH:23]=[CH:22][CH:21]=[CH:20][CH:19]=2)[N:14]=1.C([O-])([O-])=O.[K+].[K+]. Product: [N+:1]([C:4]1[CH:9]=[CH:8][C:7]([O:10][CH2:12][C:13]2[O:17][N:16]=[C:15]([C:18]3[CH:19]=[CH:20][CH:21]=[CH:22][CH:23]=3)[N:14]=2)=[CH:6][CH:5]=1)([O-:3])=[O:2]. The catalyst class is: 21. (2) Reactant: [O:1]1[C:5]2[CH:6]=[CH:7][CH:8]=[C:9]([C:10](=[O:12])[CH3:11])[C:4]=2[CH2:3][CH2:2]1.F[C:14](F)(F)C([O-])=O.C1([NH2+]C2CCCCC2)CCCCC1.C=O.O. Product: [CH2:3]1[CH2:2][O:1][C:5]2[CH:6]=[CH:7][C:8]3[CH2:14][CH2:11][C:10](=[O:12])[C:9]=3[C:4]1=2. The catalyst class is: 12. (3) Reactant: [NH2:1][C@H:2]([C:11]([OH:13])=[O:12])[CH2:3][C:4]1[CH:9]=[CH:8][C:7]([OH:10])=[CH:6][CH:5]=1.[CH:14]1([C:20](Cl)=[O:21])[CH2:19][CH2:18][CH2:17][CH2:16][CH2:15]1.Cl. Product: [CH:14]1([C:20]([NH:1][C@H:2]([C:11]([OH:13])=[O:12])[CH2:3][C:4]2[CH:5]=[CH:6][C:7]([O:10][C:20]([CH:14]3[CH2:19][CH2:18][CH2:17][CH2:16][CH2:15]3)=[O:21])=[CH:8][CH:9]=2)=[O:21])[CH2:19][CH2:18][CH2:17][CH2:16][CH2:15]1. The catalyst class is: 74.